From a dataset of Catalyst prediction with 721,799 reactions and 888 catalyst types from USPTO. Predict which catalyst facilitates the given reaction. Product: [F:19][C:20]([F:33])([F:32])[S:21]([O:11][C:4]1[CH:5]=[C:6]([C:7]([F:8])([F:9])[F:10])[N:2]([CH3:1])[N:3]=1)(=[O:23])=[O:22]. Reactant: [CH3:1][N:2]1[C:6]([C:7]([F:10])([F:9])[F:8])=[CH:5][C:4]([OH:11])=[N:3]1.C(N(CC)CC)C.[F:19][C:20]([F:33])([F:32])[S:21](O[S:21]([C:20]([F:33])([F:32])[F:19])(=[O:23])=[O:22])(=[O:23])=[O:22].C(=O)([O-])O.[Na+]. The catalyst class is: 10.